Dataset: Full USPTO retrosynthesis dataset with 1.9M reactions from patents (1976-2016). Task: Predict the reactants needed to synthesize the given product. (1) Given the product [S:1]([N:11]1[C:15]2=[N:16][CH:17]=[CH:18][CH:19]=[C:14]2[C:13](=[O:30])[CH2:12]1)([C:4]1[CH:10]=[CH:9][C:7]([CH3:8])=[CH:6][CH:5]=1)(=[O:3])=[O:2], predict the reactants needed to synthesize it. The reactants are: [S:1]([N:11]1[C:15]2=[N:16][CH:17]=[CH:18][CH:19]=[C:14]2[C:13](C=O)=[CH:12]1)([C:4]1[CH:10]=[CH:9][C:7]([CH3:8])=[CH:6][CH:5]=1)(=[O:3])=[O:2].ClC1C=CC=C(C(OO)=[O:30])C=1. (2) Given the product [NH2:17][C:16]1[C:9]2[C:10](=[CH:11][N:12]=[CH:13][C:8]=2[C:5]2[CH:4]=[CH:3][C:2]([NH:1][C:20]([NH:19][C:22]3[CH:27]=[CH:26][CH:25]=[C:24]([CH3:28])[CH:23]=3)=[O:21])=[CH:7][CH:6]=2)[N:14]([CH3:18])[N:15]=1, predict the reactants needed to synthesize it. The reactants are: [NH2:1][C:2]1[CH:7]=[CH:6][C:5]([C:8]2[CH:13]=[N:12][CH:11]=[C:10]3[N:14]([CH3:18])[N:15]=[C:16]([NH2:17])[C:9]=23)=[CH:4][CH:3]=1.[N:19]([C:22]1[CH:27]=[CH:26][CH:25]=[C:24]([CH3:28])[CH:23]=1)=[C:20]=[O:21].FC1C=CC(C)=CC=1N=C=O. (3) Given the product [CH2:1]([S:3]([O:6][C:7]1[CH:12]=[CH:11][CH:10]=[C:9]([C:13]2([C:21]3[CH:26]=[CH:25][CH:24]=[C:23]([Br:27])[CH:22]=3)[C:17](=[O:18])[N:16]([CH3:19])[C:15]([NH2:28])=[N:14]2)[CH:8]=1)(=[O:5])=[O:4])[CH3:2], predict the reactants needed to synthesize it. The reactants are: [CH2:1]([S:3]([O:6][C:7]1[CH:12]=[CH:11][CH:10]=[C:9]([C:13]2([C:21]3[CH:26]=[CH:25][CH:24]=[C:23]([Br:27])[CH:22]=3)[C:17](=[O:18])[N:16]([CH3:19])[C:15](=S)[NH:14]2)[CH:8]=1)(=[O:5])=[O:4])[CH3:2].[NH3:28].C(OO)(C)(C)C. (4) Given the product [N:1]12[CH2:8][CH2:7][CH:4]([CH2:5][CH2:6]1)[C@H:3]([C:9]([NH:12][C:13]1[CH:14]=[CH:15][C:16]([C:19]3[CH:24]=[CH:23][C:22]([C:25]([O:27][CH3:28])=[O:26])=[CH:21][CH:20]=3)=[CH:17][CH:18]=1)=[O:10])[CH2:2]2, predict the reactants needed to synthesize it. The reactants are: [N:1]12[CH2:8][CH2:7][CH:4]([CH2:5][CH2:6]1)[C@@H:3]([C:9](Cl)=[O:10])[CH2:2]2.[NH2:12][C:13]1[CH:18]=[CH:17][C:16]([C:19]2[CH:24]=[CH:23][C:22]([C:25]([O:27][CH3:28])=[O:26])=[CH:21][CH:20]=2)=[CH:15][CH:14]=1.C(N(CC)C(C)C)(C)C. (5) Given the product [Br:1][C:2]1[CH:3]=[CH:4][C:5]([O:6][CH2:7][CH2:8][CH:9]([CH2:15][OH:16])[CH2:10][OH:11])=[CH:20][CH:21]=1, predict the reactants needed to synthesize it. The reactants are: [Br:1][C:2]1[CH:21]=[CH:20][C:5]([O:6][CH2:7][CH2:8][CH:9]([C:15](OCC)=[O:16])[C:10](OCC)=[O:11])=[CH:4][CH:3]=1.[BH4-].[Na+]. (6) Given the product [C:21]([O:25][C:26]([N:15]1[C:16]2[C:12](=[CH:11][CH:10]=[C:9]([O:8][CH2:1][C:2]3[CH:3]=[CH:4][CH:5]=[CH:6][CH:7]=3)[CH:17]=2)[C:13]([CH2:18][C:19]#[N:20])=[CH:14]1)=[O:27])([CH3:24])([CH3:23])[CH3:22], predict the reactants needed to synthesize it. The reactants are: [CH2:1]([O:8][C:9]1[CH:17]=[C:16]2[C:12]([C:13]([CH2:18][C:19]#[N:20])=[CH:14][NH:15]2)=[CH:11][CH:10]=1)[C:2]1[CH:7]=[CH:6][CH:5]=[CH:4][CH:3]=1.[C:21]([O:25][C:26](O[C:26]([O:25][C:21]([CH3:24])([CH3:23])[CH3:22])=[O:27])=[O:27])([CH3:24])([CH3:23])[CH3:22]. (7) The reactants are: Br[CH2:2][C:3]([O:5][CH3:6])=[O:4].[C:7]1([CH2:13][CH2:14][NH2:15])[CH2:12][CH2:11][CH2:10][CH2:9][CH:8]=1. Given the product [CH:8]1[CH2:9][CH2:10][CH2:11][CH2:12][C:7]=1[CH2:13][CH2:14][NH:15][CH2:2][C:3]([O:5][CH3:6])=[O:4], predict the reactants needed to synthesize it. (8) The reactants are: [CH2:1]=[O:2].[CH2:3]([NH2:10])[C:4]1[CH:9]=[CH:8][CH:7]=[CH:6][CH:5]=1.[F:11][C:12]1[CH:17]=[CH:16][C:15]([C:18](=O)/[C:19](/[C:22]2[CH:27]=[CH:26][N:25]=[C:24]([F:28])[CH:23]=2)=[N:20]/O)=[CH:14][CH:13]=1. Given the product [CH2:3]([N:10]1[C:18]([C:15]2[CH:16]=[CH:17][C:12]([F:11])=[CH:13][CH:14]=2)=[C:19]([C:22]2[CH:27]=[CH:26][N:25]=[C:24]([F:28])[CH:23]=2)[NH:20][C:1]1=[O:2])[C:4]1[CH:9]=[CH:8][CH:7]=[CH:6][CH:5]=1, predict the reactants needed to synthesize it. (9) Given the product [N+:15]([C:3]1[CH:4]=[C:5]([CH:13]=[CH:14][C:2]=1[C:18]1[CH:23]=[CH:22][CH:21]=[CH:20][CH:19]=1)[C:6]([CH2:8][CH2:9][C:10]([OH:12])=[O:11])=[O:7])([O-:17])=[O:16], predict the reactants needed to synthesize it. The reactants are: Br[C:2]1[CH:14]=[CH:13][C:5]([C:6]([CH2:8][CH2:9][C:10]([OH:12])=[O:11])=[O:7])=[CH:4][C:3]=1[N+:15]([O-:17])=[O:16].[C:18]1(OB(O)O)[CH:23]=[CH:22][CH:21]=[CH:20][CH:19]=1.C(=O)([O-])[O-].[Cs+].[Cs+]. (10) Given the product [Br:1][C:2]1[CH:11]=[CH:10][C:9]([OH:12])=[C:8]2[C:3]=1[CH:4]=[CH:5][C:6]([C:20]([F:21])([F:22])[F:23])=[N:7]2, predict the reactants needed to synthesize it. The reactants are: [Br:1][C:2]1[CH:11]=[CH:10][C:9]([O:12][Si](C(C)(C)C)(C)C)=[C:8]2[C:3]=1[CH:4]=[CH:5][C:6]([C:20]([F:23])([F:22])[F:21])=[N:7]2.Cl.O.